Dataset: Full USPTO retrosynthesis dataset with 1.9M reactions from patents (1976-2016). Task: Predict the reactants needed to synthesize the given product. (1) Given the product [CH2:8]([O:10][C:11]([C:13]1[CH:14]=[N:15][N:16]([C:18]2[NH:27][C:26](=[O:36])[C:25]3[C:20](=[CH:21][CH:22]=[C:23]([C:37]4[CH:42]=[CH:41][CH:40]=[CH:39][C:38]=4[CH3:43])[CH:24]=3)[N:19]=2)[CH:17]=1)=[O:12])[CH3:9], predict the reactants needed to synthesize it. The reactants are: Cl.O1CCOCC1.[CH2:8]([O:10][C:11]([C:13]1[CH:14]=[N:15][N:16]([C:18]2[N:27](COCC[Si](C)(C)C)[C:26](=[O:36])[C:25]3[C:20](=[CH:21][CH:22]=[C:23]([C:37]4[CH:42]=[CH:41][CH:40]=[CH:39][C:38]=4[CH3:43])[CH:24]=3)[N:19]=2)[CH:17]=1)=[O:12])[CH3:9]. (2) The reactants are: CCN(C(C)C)C(C)C.Cl.[NH2:11][CH2:12][C:13]([N:15]1[CH2:20][CH2:19][N:18]([C:21](=[O:32])[C:22]2[CH:27]=[CH:26][CH:25]=[CH:24][C:23]=2[C:28]([F:31])([F:30])[F:29])[CH2:17][CH2:16]1)=[O:14].C1C=CC2N(O)N=NC=2C=1.CCN=C=NCCCN(C)C.[F:54][C:55]1[CH:60]=[CH:59][C:58]([F:61])=[CH:57][C:56]=1[C:62]1[CH:67]=[CH:66][C:65]([C:68](O)=[O:69])=[CH:64][CH:63]=1. Given the product [O:14]=[C:13]([N:15]1[CH2:16][CH2:17][N:18]([C:21](=[O:32])[C:22]2[CH:27]=[CH:26][CH:25]=[CH:24][C:23]=2[C:28]([F:31])([F:29])[F:30])[CH2:19][CH2:20]1)[CH2:12][NH:11][C:68]([C:65]1[CH:66]=[CH:67][C:62]([C:56]2[CH:57]=[C:58]([F:61])[CH:59]=[CH:60][C:55]=2[F:54])=[CH:63][CH:64]=1)=[O:69], predict the reactants needed to synthesize it.